Dataset: Peptide-MHC class I binding affinity with 185,985 pairs from IEDB/IMGT. Task: Regression. Given a peptide amino acid sequence and an MHC pseudo amino acid sequence, predict their binding affinity value. This is MHC class I binding data. (1) The peptide sequence is VTSLAIKNY. The MHC is HLA-A33:01 with pseudo-sequence HLA-A33:01. The binding affinity (normalized) is 0. (2) The peptide sequence is SELTVSPPD. The MHC is HLA-A02:12 with pseudo-sequence HLA-A02:12. The binding affinity (normalized) is 0.0847. (3) The MHC is HLA-B51:01 with pseudo-sequence HLA-B51:01. The binding affinity (normalized) is 0.165. The peptide sequence is IPELKHGLL. (4) The binding affinity (normalized) is 0. The MHC is HLA-A03:01 with pseudo-sequence HLA-A03:01. The peptide sequence is STSNPLGFFP.